From a dataset of Forward reaction prediction with 1.9M reactions from USPTO patents (1976-2016). Predict the product of the given reaction. (1) Given the reactants [Br:1][C:2]1[CH:3]=[N:4][CH:5]=[C:6]([O:8][CH2:9][CH2:10][CH2:11]Br)[CH:7]=1.[O:13]([S:15]([CH3:17])=[O:16])[Na].CS(C)=O, predict the reaction product. The product is: [Br:1][C:2]1[CH:3]=[N:4][CH:5]=[C:6]([O:8][CH2:9][CH2:10][CH2:11][S:15]([CH3:17])(=[O:16])=[O:13])[CH:7]=1. (2) Given the reactants [C:1]([OH:13])(=O)[CH2:2][C:3]1[C:4](=[CH:8][CH:9]=[CH:10][CH:11]=1)[C:5](O)=[O:6].[NH2:14]C(N)=O, predict the reaction product. The product is: [C:1]1(=[O:13])[NH:14][C:5](=[O:6])[C:4]2=[CH:8][CH:9]=[CH:10][CH:11]=[C:3]2[CH2:2]1.